Dataset: Serine/threonine kinase 33 screen with 319,792 compounds. Task: Binary Classification. Given a drug SMILES string, predict its activity (active/inactive) in a high-throughput screening assay against a specified biological target. (1) The molecule is o1c(CNC(=O)c2c(O)cccc2)ccc1. The result is 0 (inactive). (2) The compound is S(c1n(C2CC2)c(nn1)Cc1sccc1)CC(=O)c1c(n(c(=O)n(c1=O)C)C)N. The result is 0 (inactive).